Dataset: Full USPTO retrosynthesis dataset with 1.9M reactions from patents (1976-2016). Task: Predict the reactants needed to synthesize the given product. (1) Given the product [Cl:1][C:2]1[C:7]2[NH:8][C:9]([N:11]3[CH2:16][CH2:15][N:14]([C:23]4[C:28]([C:29]([F:32])([F:31])[F:30])=[CH:27][CH:26]=[CH:25][N:24]=4)[C@H:13]([CH3:17])[CH2:12]3)=[N:10][C:6]=2[CH:5]=[C:4]([C:18]([F:21])([F:20])[F:19])[CH:3]=1, predict the reactants needed to synthesize it. The reactants are: [Cl:1][C:2]1[C:7]2[NH:8][C:9]([N:11]3[CH2:16][CH2:15][NH:14][C@H:13]([CH3:17])[CH2:12]3)=[N:10][C:6]=2[CH:5]=[C:4]([C:18]([F:21])([F:20])[F:19])[CH:3]=1.Cl[C:23]1[C:28]([C:29]([F:32])([F:31])[F:30])=[CH:27][CH:26]=[CH:25][N:24]=1.C(N(CC)C(C)C)(C)C. (2) Given the product [CH3:14][O:1][CH:2]([CH3:11])[C:3]([C:5]1[CH:10]=[CH:9][CH:8]=[CH:7][CH:6]=1)=[O:4], predict the reactants needed to synthesize it. The reactants are: [OH:1][CH:2]([CH3:11])[C:3]([C:5]1[CH:10]=[CH:9][CH:8]=[CH:7][CH:6]=1)=[O:4].IC.[C:14]([O-])([O-])=O.[K+].[K+].